This data is from NCI-60 drug combinations with 297,098 pairs across 59 cell lines. The task is: Regression. Given two drug SMILES strings and cell line genomic features, predict the synergy score measuring deviation from expected non-interaction effect. (1) Drug 2: C1CN(CCN1C(=O)CCBr)C(=O)CCBr. Drug 1: CCC1=C2CN3C(=CC4=C(C3=O)COC(=O)C4(CC)O)C2=NC5=C1C=C(C=C5)O. Synergy scores: CSS=84.3, Synergy_ZIP=0.633, Synergy_Bliss=0.751, Synergy_Loewe=-0.170, Synergy_HSA=2.12. Cell line: MOLT-4. (2) Drug 1: CNC(=O)C1=CC=CC=C1SC2=CC3=C(C=C2)C(=NN3)C=CC4=CC=CC=N4. Drug 2: CCC1=C2CN3C(=CC4=C(C3=O)COC(=O)C4(CC)O)C2=NC5=C1C=C(C=C5)O. Cell line: UO-31. Synergy scores: CSS=26.3, Synergy_ZIP=-4.49, Synergy_Bliss=1.53, Synergy_Loewe=-26.0, Synergy_HSA=1.55. (3) Drug 1: C1=CC(=CC=C1CCCC(=O)O)N(CCCl)CCCl. Drug 2: CC1C(C(CC(O1)OC2CC(CC3=C2C(=C4C(=C3O)C(=O)C5=C(C4=O)C(=CC=C5)OC)O)(C(=O)CO)O)N)O.Cl. Cell line: CAKI-1. Synergy scores: CSS=38.2, Synergy_ZIP=5.22, Synergy_Bliss=9.30, Synergy_Loewe=-7.52, Synergy_HSA=10.1.